Dataset: Forward reaction prediction with 1.9M reactions from USPTO patents (1976-2016). Task: Predict the product of the given reaction. (1) Given the reactants [OH:1][C:2]1[CH:3]=[C:4]2[C:8](=[CH:9][C:10]=1[OH:11])[C:7](=[O:12])[O:6][CH2:5]2.[N+:13]([O-])([OH:15])=[O:14], predict the reaction product. The product is: [OH:1][C:2]1[CH:3]=[C:4]2[C:8](=[C:9]([N+:13]([O-:15])=[O:14])[C:10]=1[OH:11])[C:7](=[O:12])[O:6][CH2:5]2. (2) Given the reactants [CH2:1]([C:3]1[CH:8]=[CH:7][CH:6]=[C:5]([CH2:9][CH3:10])[C:4]=1[C:11]1[CH:12]=[C:13]2[CH:19]=[CH:18][NH:17][C:14]2=[CH:15][N:16]=1)[CH3:2].I[C:21]1[CH:26]=[CH:25][C:24]([CH:27]([CH3:29])[CH3:28])=[CH:23][CH:22]=1.C(=O)([O-])[O-].[Cs+].[Cs+].C(N)CN, predict the reaction product. The product is: [CH2:1]([C:3]1[CH:8]=[CH:7][CH:6]=[C:5]([CH2:9][CH3:10])[C:4]=1[C:11]1[CH:12]=[C:13]2[CH:19]=[CH:18][N:17]([C:21]3[CH:26]=[CH:25][C:24]([CH:27]([CH3:29])[CH3:28])=[CH:23][CH:22]=3)[C:14]2=[CH:15][N:16]=1)[CH3:2].